Dataset: CYP3A4 inhibition data for predicting drug metabolism from PubChem BioAssay. Task: Regression/Classification. Given a drug SMILES string, predict its absorption, distribution, metabolism, or excretion properties. Task type varies by dataset: regression for continuous measurements (e.g., permeability, clearance, half-life) or binary classification for categorical outcomes (e.g., BBB penetration, CYP inhibition). Dataset: cyp3a4_veith. The compound is CCCS(=O)(=O)N1CCCC(C(=O)NCCCN2CCN(c3cccc(Cl)c3)CC2)C1. The result is 0 (non-inhibitor).